This data is from Forward reaction prediction with 1.9M reactions from USPTO patents (1976-2016). The task is: Predict the product of the given reaction. (1) Given the reactants [Cl:1][C:2]1[C:3]([NH:8][CH2:9][C:10]([C@H:12]2[C@H:19]3[C@H:15]([O:16][C:17]([CH3:21])([CH3:20])[O:18]3)[C:14]([CH2:22][O:23][C:24]([C:37]3[CH:42]=[CH:41][CH:40]=[CH:39][CH:38]=3)([C:31]3[CH:36]=[CH:35][CH:34]=[CH:33][CH:32]=3)[C:25]3[CH:30]=[CH:29][CH:28]=[CH:27][CH:26]=3)=[CH:13]2)=O)=[N:4][CH:5]=[CH:6][N:7]=1.N1C=CC=CC=1.C(O)(C(F)(F)F)=O.C(OC(C(F)(F)F)=O)(C(F)(F)F)=O, predict the reaction product. The product is: [Cl:1][C:2]1[C:3]2[N:4]([C:10]([C@H:12]3[C@H:19]4[C@H:15]([O:16][C:17]([CH3:20])([CH3:21])[O:18]4)[C:14]([CH2:22][O:23][C:24]([C:25]4[CH:30]=[CH:29][CH:28]=[CH:27][CH:26]=4)([C:31]4[CH:36]=[CH:35][CH:34]=[CH:33][CH:32]=4)[C:37]4[CH:42]=[CH:41][CH:40]=[CH:39][CH:38]=4)=[CH:13]3)=[CH:9][N:8]=2)[CH:5]=[CH:6][N:7]=1. (2) Given the reactants [H-].[Na+].[CH2:3]([O:5][C:6](=[O:11])[CH2:7][C:8]([CH3:10])=[O:9])[CH3:4].C([Li])CCC.CCCCCC.Br[CH2:24][CH2:25][CH2:26][CH2:27][CH2:28][CH2:29][CH2:30][CH2:31][CH2:32][CH2:33][CH2:34][CH2:35][CH2:36][CH2:37][CH2:38]C, predict the reaction product. The product is: [CH2:3]([O:5][C:6](=[O:11])[CH2:7][C:8](=[O:9])[CH2:10][CH2:38][CH2:37][CH2:36][CH2:35][CH2:34][CH2:33][CH2:32][CH2:31][CH2:30][CH2:29][CH2:28][CH2:27][CH2:26][CH2:25][CH3:24])[CH3:4].